This data is from Full USPTO retrosynthesis dataset with 1.9M reactions from patents (1976-2016). The task is: Predict the reactants needed to synthesize the given product. (1) Given the product [CH3:1][O:2][C:3]1[C:8]2[N:9]=[C:10]([NH:12][C:32]([N:36]3[CH2:41][CH2:40][O:39][CH2:38][CH2:37]3)=[O:33])[S:11][C:7]=2[C:6]([C:13]2[N:14]=[C:15]([C:18]3[CH:19]=[N:20][C:21]([CH3:24])=[CH:22][CH:23]=3)[S:16][CH:17]=2)=[CH:5][CH:4]=1, predict the reactants needed to synthesize it. The reactants are: [CH3:1][O:2][C:3]1[C:8]2[N:9]=[C:10]([NH2:12])[S:11][C:7]=2[C:6]([C:13]2[N:14]=[C:15]([C:18]3[CH:19]=[N:20][C:21]([CH3:24])=[CH:22][CH:23]=3)[S:16][CH:17]=2)=[CH:5][CH:4]=1.C(N(CC)CC)C.[C:32](Cl)(Cl)=[O:33].[NH:36]1[CH2:41][CH2:40][O:39][CH2:38][CH2:37]1. (2) Given the product [CH3:1][O:2][S:3]([O-:6])(=[O:5])=[O:4].[CH3:8][N:9]([C+:11]([N:14]([CH3:16])[CH3:15])[Cl:12])[CH3:10], predict the reactants needed to synthesize it. The reactants are: [CH3:1][O:2][S:3]([O-:6])(=[O:5])=[O:4].[Na+].[CH3:8][N:9]([C:11]([N:14]([CH3:16])[CH3:15])(Cl)[Cl:12])[CH3:10].